This data is from NCI-60 drug combinations with 297,098 pairs across 59 cell lines. The task is: Regression. Given two drug SMILES strings and cell line genomic features, predict the synergy score measuring deviation from expected non-interaction effect. (1) Cell line: SW-620. Synergy scores: CSS=9.98, Synergy_ZIP=-4.65, Synergy_Bliss=-0.637, Synergy_Loewe=-1.17, Synergy_HSA=-0.339. Drug 1: C1=NC(=NC(=O)N1C2C(C(C(O2)CO)O)O)N. Drug 2: CC12CCC3C(C1CCC2O)C(CC4=C3C=CC(=C4)O)CCCCCCCCCS(=O)CCCC(C(F)(F)F)(F)F. (2) Drug 1: C1C(C(OC1N2C=NC(=NC2=O)N)CO)O. Drug 2: COCCOC1=C(C=C2C(=C1)C(=NC=N2)NC3=CC=CC(=C3)C#C)OCCOC.Cl. Cell line: EKVX. Synergy scores: CSS=5.44, Synergy_ZIP=0.169, Synergy_Bliss=3.30, Synergy_Loewe=-1.35, Synergy_HSA=-0.583. (3) Drug 2: C1CCC(C(C1)N)N.C(=O)(C(=O)[O-])[O-].[Pt+4]. Synergy scores: CSS=8.23, Synergy_ZIP=-6.31, Synergy_Bliss=-7.83, Synergy_Loewe=-7.51, Synergy_HSA=-6.37. Cell line: NCI-H226. Drug 1: C1=CC(=CC=C1CCCC(=O)O)N(CCCl)CCCl. (4) Drug 2: C1=CC(=CC=C1CC(C(=O)O)N)N(CCCl)CCCl.Cl. Cell line: MOLT-4. Drug 1: C1CN1C2=NC(=NC(=N2)N3CC3)N4CC4. Synergy scores: CSS=87.9, Synergy_ZIP=0.585, Synergy_Bliss=0.532, Synergy_Loewe=-1.41, Synergy_HSA=1.95. (5) Drug 1: CC1CCC2CC(C(=CC=CC=CC(CC(C(=O)C(C(C(=CC(C(=O)CC(OC(=O)C3CCCCN3C(=O)C(=O)C1(O2)O)C(C)CC4CCC(C(C4)OC)O)C)C)O)OC)C)C)C)OC. Drug 2: C1CCC(C(C1)N)N.C(=O)(C(=O)[O-])[O-].[Pt+4]. Cell line: DU-145. Synergy scores: CSS=42.3, Synergy_ZIP=-10.9, Synergy_Bliss=-2.23, Synergy_Loewe=-5.16, Synergy_HSA=2.24. (6) Drug 1: CCCCCOC(=O)NC1=NC(=O)N(C=C1F)C2C(C(C(O2)C)O)O. Synergy scores: CSS=6.77, Synergy_ZIP=2.86, Synergy_Bliss=7.70, Synergy_Loewe=-42.6, Synergy_HSA=-3.92. Cell line: T-47D. Drug 2: CCC1=C2CN3C(=CC4=C(C3=O)COC(=O)C4(CC)O)C2=NC5=C1C=C(C=C5)O. (7) Drug 1: C1CN(CCN1C(=O)CCBr)C(=O)CCBr. Drug 2: C1CC(=O)NC(=O)C1N2C(=O)C3=CC=CC=C3C2=O. Cell line: HCC-2998. Synergy scores: CSS=31.6, Synergy_ZIP=-2.97, Synergy_Bliss=-8.62, Synergy_Loewe=-14.9, Synergy_HSA=-9.15. (8) Drug 1: CCC1(CC2CC(C3=C(CCN(C2)C1)C4=CC=CC=C4N3)(C5=C(C=C6C(=C5)C78CCN9C7C(C=CC9)(C(C(C8N6C)(C(=O)OC)O)OC(=O)C)CC)OC)C(=O)OC)O.OS(=O)(=O)O. Drug 2: C1C(C(OC1N2C=NC3=C2NC=NCC3O)CO)O. Cell line: 786-0. Synergy scores: CSS=0.277, Synergy_ZIP=-0.244, Synergy_Bliss=-1.84, Synergy_Loewe=-0.557, Synergy_HSA=-2.20.